From a dataset of Ames mutagenicity test results for genotoxicity prediction. Regression/Classification. Given a drug SMILES string, predict its toxicity properties. Task type varies by dataset: regression for continuous values (e.g., LD50, hERG inhibition percentage) or binary classification for toxic/non-toxic outcomes (e.g., AMES mutagenicity, cardiotoxicity, hepatotoxicity). Dataset: ames. (1) The compound is c1ccc2c(c1)ccc1c3c(ccc12)CCC3. The result is 0 (non-mutagenic). (2) The molecule is N[C@H](Cc1ccc(O)c(O)c1)C(=O)O. The result is 1 (mutagenic). (3) The molecule is Nc1ccc2cc(S(=O)(=O)O)c(N=Nc3ccc(-c4ccc(N=Nc5ccc(O)c(C(=O)O)c5)cc4)cc3)c(O)c2c1. The result is 1 (mutagenic). (4) The molecule is CNc1ccc(Nc2c3ccccc3nc3ccccc23)cc1. The result is 1 (mutagenic). (5) The drug is C=CC(=O)OCCOC(=O)C=C. The result is 0 (non-mutagenic). (6) The compound is CCN(CC)CCOc1ccc2c(c1)C(=O)c1cc(OCCN(CC)CC)ccc1-2. The result is 1 (mutagenic). (7) The compound is CN(N=O)C(=O)NC(C=O)C(O)C(O)C(O)CO. The result is 1 (mutagenic).